From a dataset of Forward reaction prediction with 1.9M reactions from USPTO patents (1976-2016). Predict the product of the given reaction. (1) Given the reactants [C:1]1([CH2:7][C:8](=O)C(O)=O)[CH:6]=[CH:5][CH:4]=[CH:3][CH:2]=1.[CH:13]([O-:15])=[O:14].[Na+].C1N=C(N)C2N=CN([C@@H]3[O:30][C@H](COP(OP(OC[C@H]4O[C@@H](N5C=C(C(N)=O)CC=C5)[C@H](O)[C@@H]4O)(O)=O)(O)=O)[C@@H](O)[C@H]3O)C=2N=1, predict the reaction product. The product is: [C:1]1([C@@:7]([CH3:8])([OH:30])[C:13]([OH:15])=[O:14])[CH:6]=[CH:5][CH:4]=[CH:3][CH:2]=1. (2) Given the reactants P(Cl)(Cl)(Cl)=O.[C:6]([O:9][CH2:10][C:11]([N:13]=[C:14]([NH:17][C:18]([NH:20][CH2:21][C:22]1[CH:27]=[CH:26][C:25]([Cl:28])=[CH:24][CH:23]=1)=[O:19])[S:15][CH3:16])=O)(=[O:8])[CH3:7], predict the reaction product. The product is: [C:6]([O:9][CH2:10][C:11]1[N:20]([CH2:21][C:22]2[CH:27]=[CH:26][C:25]([Cl:28])=[CH:24][CH:23]=2)[C:18](=[O:19])[N:17]=[C:14]([S:15][CH3:16])[N:13]=1)(=[O:8])[CH3:7]. (3) Given the reactants [C:1]([O:5]C)([CH3:4])([CH3:3])C.[C:7]([O:10][CH2:11][CH3:12])(=[O:9])[CH3:8], predict the reaction product. The product is: [C:7]([O:10][CH3:11])(=[O:9])[CH3:8].[C:7]([O:10][CH:11]([CH3:1])[CH3:12])(=[O:9])[CH3:8].[CH2:4]([OH:9])[C@@H:1]([OH:5])[CH3:3]. (4) Given the reactants [Br:1][C:2]1[CH:21]=[CH:20][C:5]([O:6][C:7]2[C:8]3[CH:17]=[CH:16][C:15]([O:18][CH3:19])=[CH:14][C:9]=3[S:10](=O)(=O)[CH:11]=2)=[CH:4][CH:3]=1.CC(C[AlH]CC(C)C)C.O.C(C(C(C([O-])=O)O)O)([O-])=O.[Na+].[K+], predict the reaction product. The product is: [Br:1][C:2]1[CH:21]=[CH:20][C:5]([O:6][C:7]2[C:8]3[CH:17]=[CH:16][C:15]([O:18][CH3:19])=[CH:14][C:9]=3[S:10][CH:11]=2)=[CH:4][CH:3]=1. (5) Given the reactants [CH2:1]([O:3][P:4]([N:9]1[CH:15]2[CH:10]1[CH2:11][CH2:12][N:13]([C:16]([O:18][CH2:19][C:20]1[CH:25]=[CH:24][CH:23]=[CH:22][CH:21]=1)=[O:17])[CH2:14]2)([O:6][CH2:7][CH3:8])=[O:5])[CH3:2].[ClH:26].C(N(CC)CC)C.B(F)(F)F.CCOCC, predict the reaction product. The product is: [Cl:26][CH:10]1[CH2:11][CH2:12][N:13]([C:16]([O:18][CH2:19][C:20]2[CH:25]=[CH:24][CH:23]=[CH:22][CH:21]=2)=[O:17])[CH2:14][CH:15]1[NH:9][P:4]([O:6][CH2:7][CH3:8])([O:3][CH2:1][CH3:2])=[O:5]. (6) Given the reactants [Br:1]N1C(=O)CCC1=O.[CH3:9][CH:10]([CH3:24])[CH2:11][O:12][C:13]1[CH:18]=[CH:17][CH:16]=[CH:15][C:14]=1[O:19][CH2:20][CH:21]([CH3:23])[CH3:22], predict the reaction product. The product is: [Br:1][C:16]1[CH:17]=[CH:18][C:13]([O:12][CH2:11][CH:10]([CH3:24])[CH3:9])=[C:14]([O:19][CH2:20][CH:21]([CH3:23])[CH3:22])[CH:15]=1. (7) Given the reactants [CH3:1][O:2][C:3](=[O:29])[CH2:4][C@H:5]1[C:9]2[CH:10]=[CH:11][C:12]([O:14][C@H:15]3[C:23]4[C:18](=[C:19](Br)[C:20]([C:24]([F:27])([F:26])[F:25])=[CH:21][CH:22]=4)[CH2:17][CH2:16]3)=[CH:13][C:8]=2[O:7][CH2:6]1.[Cl-].[CH3:31][C:32]1[CH:39]=[CH:38][CH:37]=[CH:36][C:33]=1[CH2:34][Zn+], predict the reaction product. The product is: [CH3:1][O:2][C:3](=[O:29])[CH2:4][C@H:5]1[C:9]2[CH:10]=[CH:11][C:12]([O:14][C@H:15]3[C:23]4[C:18](=[C:19]([CH2:31][C:32]5[CH:39]=[CH:38][CH:37]=[CH:36][C:33]=5[CH3:34])[C:20]([C:24]([F:27])([F:26])[F:25])=[CH:21][CH:22]=4)[CH2:17][CH2:16]3)=[CH:13][C:8]=2[O:7][CH2:6]1. (8) Given the reactants [Cl:1][C:2]1[C:3]([C:9]#[N:10])=[N:4][CH:5]=[C:6](Cl)[CH:7]=1.[CH3:11][O:12][CH2:13]/[CH:14]=[CH:15]/B1OC(C)(C)C(C)(C)O1.C(=O)([O-])[O-].[Na+].[Na+], predict the reaction product. The product is: [Cl:1][C:2]1[C:3]([C:9]#[N:10])=[N:4][CH:5]=[C:6](/[CH:15]=[CH:14]/[CH2:13][O:12][CH3:11])[CH:7]=1. (9) Given the reactants C([O:9][CH2:10][C@@H:11]([N:13]([CH2:28][CH3:29])[C:14](=[O:27])[C:15]1[CH:20]=[C:19]([CH3:21])[CH:18]=[CH:17][C:16]=1[N:22]1[N:26]=[CH:25][CH:24]=[N:23]1)[CH3:12])(=O)C1C=CC=CC=1.[OH-].[K+].CCOC(C)=O, predict the reaction product. The product is: [CH2:28]([N:13]([C@@H:11]([CH3:12])[CH2:10][OH:9])[C:14](=[O:27])[C:15]1[CH:20]=[C:19]([CH3:21])[CH:18]=[CH:17][C:16]=1[N:22]1[N:26]=[CH:25][CH:24]=[N:23]1)[CH3:29]. (10) Given the reactants C([NH:5][S:6]([C:9]1[CH:14]=[CH:13][CH:12]=[C:11]([C:15]2[N:16]=[CH:17][N:18]([C:20]3[N:25]=[C:24]([C:26]([F:29])([F:28])[F:27])[CH:23]=[C:22]([C:30]4[CH:35]=[CH:34][CH:33]=[C:32]([Cl:36])[CH:31]=4)[N:21]=3)[CH:19]=2)[CH:10]=1)(=[O:8])=[O:7])(C)(C)C.C(O)(C(F)(F)F)=O, predict the reaction product. The product is: [Cl:36][C:32]1[CH:31]=[C:30]([C:22]2[CH:23]=[C:24]([C:26]([F:28])([F:29])[F:27])[N:25]=[C:20]([N:18]3[CH:19]=[C:15]([C:11]4[CH:10]=[C:9]([S:6]([NH2:5])(=[O:8])=[O:7])[CH:14]=[CH:13][CH:12]=4)[N:16]=[CH:17]3)[N:21]=2)[CH:35]=[CH:34][CH:33]=1.